From a dataset of Forward reaction prediction with 1.9M reactions from USPTO patents (1976-2016). Predict the product of the given reaction. (1) Given the reactants [O:1]1[CH2:6][CH2:5][CH:4]([C:7]([OH:9])=O)[CH2:3][CH2:2]1.C(Cl)CCl.C1C=CC2N(O)N=[N:20]C=2C=1.[OH-].[NH4+].[Na+].[Cl-], predict the reaction product. The product is: [O:1]1[CH2:6][CH2:5][CH:4]([C:7]([NH2:20])=[O:9])[CH2:3][CH2:2]1. (2) Given the reactants [C:1]12([CH2:11][C:12]([NH:14][C:15]3[CH:24]=[CH:23][CH:22]=[C:21]4[C:16]=3[CH:17]=[CH:18][C:19](Cl)=[N:20]4)=[O:13])[CH2:10][CH:5]3[CH2:6][CH:7]([CH2:9][CH:3]([CH2:4]3)[CH2:2]1)[CH2:8]2.[NH2:26][CH2:27][C@H:28]([OH:30])[CH3:29].C(=O)([O-])[O-].[K+].[K+], predict the reaction product. The product is: [C:1]12([CH2:11][C:12]([NH:14][C:15]3[CH:24]=[CH:23][CH:22]=[C:21]4[C:16]=3[CH:17]=[CH:18][C:19]([NH:26][CH2:27][C@H:28]([OH:30])[CH3:29])=[N:20]4)=[O:13])[CH2:10][CH:5]3[CH2:6][CH:7]([CH2:9][CH:3]([CH2:4]3)[CH2:2]1)[CH2:8]2.